This data is from Full USPTO retrosynthesis dataset with 1.9M reactions from patents (1976-2016). The task is: Predict the reactants needed to synthesize the given product. Given the product [C:32]([C:35]1[CH:40]=[C:39]([C:2]2[C:3]3[CH:14]=[C:13]([C:15]4[CH:20]=[CH:19][CH:18]=[CH:17][CH:16]=4)[CH:12]=[CH:11][C:4]=3[N:5]([CH3:10])[C:6](=[O:9])[CH2:7][N:8]=2)[CH:38]=[CH:37][CH:36]=1)(=[O:34])[CH3:33], predict the reactants needed to synthesize it. The reactants are: Cl[C:2]1[C:3]2[CH:14]=[C:13]([C:15]3[CH:20]=[CH:19][CH:18]=[CH:17][CH:16]=3)[CH:12]=[CH:11][C:4]=2[N:5]([CH3:10])[C:6](=[O:9])[CH2:7][N:8]=1.C(C1C=C(B(O)O)C=CC=1)=O.[C:32]([C:35]1[CH:36]=[C:37](B(O)O)[CH:38]=[CH:39][CH:40]=1)(=[O:34])[CH3:33].